From a dataset of Catalyst prediction with 721,799 reactions and 888 catalyst types from USPTO. Predict which catalyst facilitates the given reaction. (1) Reactant: [C:1]([C:3]([C:6]1[C:14]2[C:9](=[CH:10][C:11]([F:15])=[CH:12][CH:13]=2)[N:8](C(OCCCC)=O)[CH:7]=1)([CH3:5])[CH3:4])#[N:2].FC(F)(F)C(O)=O. Product: [F:15][C:11]1[CH:10]=[C:9]2[C:14]([C:6]([C:3]([CH3:5])([CH3:4])[C:1]#[N:2])=[CH:7][NH:8]2)=[CH:13][CH:12]=1. The catalyst class is: 4. (2) Reactant: [CH3:1][O:2][C:3]1[CH:11]=[C:10]2[C:6]([CH2:7]/[C:8](=[CH:13]\[C:14]3[CH:19]=[CH:18][C:17]([S:20][C:21]([F:24])([F:23])[F:22])=[CH:16][CH:15]=3)/[C:9]2=[O:12])=[CH:5][C:4]=1[N:25]1[CH2:30][CH2:29][CH:28]([CH3:31])[CH2:27][CH2:26]1. Product: [CH3:1][O:2][C:3]1[CH:11]=[C:10]2[C:6]([CH2:7][CH:8]([CH2:13][C:14]3[CH:15]=[CH:16][C:17]([S:20][C:21]([F:24])([F:23])[F:22])=[CH:18][CH:19]=3)[C:9]2=[O:12])=[CH:5][C:4]=1[N:25]1[CH2:30][CH2:29][CH:28]([CH3:31])[CH2:27][CH2:26]1. The catalyst class is: 94.